Dataset: Peptide-MHC class II binding affinity with 134,281 pairs from IEDB. Task: Regression. Given a peptide amino acid sequence and an MHC pseudo amino acid sequence, predict their binding affinity value. This is MHC class II binding data. (1) The peptide sequence is KALWIIFSQNMNIKL. The MHC is DRB1_0405 with pseudo-sequence DRB1_0405. The binding affinity (normalized) is 0.325. (2) The peptide sequence is QPNLKALREKVLGLP. The MHC is DRB1_0901 with pseudo-sequence DRB1_0901. The binding affinity (normalized) is 0.296.